This data is from Catalyst prediction with 721,799 reactions and 888 catalyst types from USPTO. The task is: Predict which catalyst facilitates the given reaction. (1) Reactant: N1C=CC=CC=1.Cl.[CH3:8][NH:9][O:10][CH3:11].[C:12]1([CH:18]([CH2:22][CH3:23])[C:19](Cl)=[O:20])[CH:17]=[CH:16][CH:15]=[CH:14][CH:13]=1.O. Product: [CH3:11][O:10][N:9]([CH3:8])[C:19](=[O:20])[CH:18]([C:12]1[CH:17]=[CH:16][CH:15]=[CH:14][CH:13]=1)[CH2:22][CH3:23]. The catalyst class is: 168. (2) Reactant: [C:1]1([CH2:7][C:8](=[O:10])[CH3:9])[CH:6]=[CH:5][CH:4]=[CH:3][CH:2]=1. Product: [C:1]1([CH2:7][C@@H:8]([OH:10])[CH3:9])[CH:6]=[CH:5][CH:4]=[CH:3][CH:2]=1. The catalyst class is: 6. (3) Reactant: [OH:1][C:2]1[CH:7]=[CH:6][C:5]([N:8]2[C:17]([CH3:18])=[CH:16][C:15]3[C:10](=[CH:11][CH:12]=[CH:13][CH:14]=3)[C:9]2=[O:19])=[CH:4][CH:3]=1.Br.Br[CH2:22][CH2:23][CH2:24][N:25]1[CH2:30][CH2:29][CH2:28][CH2:27][CH2:26]1.C(=O)([O-])[O-].[K+].[K+]. Product: [CH3:18][C:17]1[N:8]([C:5]2[CH:6]=[CH:7][C:2]([O:1][CH2:22][CH2:23][CH2:24][N:25]3[CH2:30][CH2:29][CH2:28][CH2:27][CH2:26]3)=[CH:3][CH:4]=2)[C:9](=[O:19])[C:10]2[C:15]([CH:16]=1)=[CH:14][CH:13]=[CH:12][CH:11]=2. The catalyst class is: 9. (4) The catalyst class is: 158. Reactant: [F:1][C:2]1[CH:3]=[CH:4][C:5]([NH:8][NH2:9])=[N:6][CH:7]=1.[C:10](O)(=[O:14])[CH:11]([CH3:13])[CH3:12].C1C=C2N=NN(O)C2=CC=1.O.C(Cl)CCl.C([O-])(O)=O.[Na+]. Product: [F:1][C:2]1[CH:3]=[CH:4][C:5]([NH:8][NH:9][C:10](=[O:14])[CH:11]([CH3:13])[CH3:12])=[N:6][CH:7]=1. (5) Reactant: [N:1]1[C:10]2[C:5](=[CH:6][CH:7]=[CH:8][C:9]=2[O:11][CH2:12][C:13]([OH:15])=O)[CH:4]=[CH:3][CH:2]=1.CCN(C(C)C)C(C)C.[NH2:25][CH2:26][CH:27]([OH:39])[CH2:28][N:29]1[CH2:38][CH2:37][C:36]2[C:31](=[CH:32][CH:33]=[CH:34][CH:35]=2)[CH2:30]1.C1N(P(Cl)(N2C(=O)OCC2)=O)C(=O)OC1. Product: [CH2:30]1[C:31]2[C:36](=[CH:35][CH:34]=[CH:33][CH:32]=2)[CH2:37][CH2:38][N:29]1[CH2:28][CH:27]([OH:39])[CH2:26][NH:25][C:13](=[O:15])[CH2:12][O:11][C:9]1[CH:8]=[CH:7][CH:6]=[C:5]2[C:10]=1[N:1]=[CH:2][CH:3]=[CH:4]2. The catalyst class is: 3. (6) Reactant: [NH2:1][C@H:2]([C:13]([OH:15])=[O:14])[CH2:3][C:4]1[C:12]2[C:7](=[CH:8][CH:9]=[CH:10][CH:11]=2)[NH:6][CH:5]=1.S(Cl)(Cl)=O. Product: [CH2:13]([O:14][C:13](=[O:15])[C@H:2]([CH2:3][C:4]1[C:12]2[C:7](=[CH:8][CH:9]=[CH:10][CH:11]=2)[NH:6][CH:5]=1)[NH2:1])[CH2:2][CH2:3][CH3:4]. The catalyst class is: 51. (7) Reactant: [N+](C1C=C(S(O[CH2:14][C@:15]2([CH3:18])[CH2:17][O:16]2)(=O)=O)C=CC=1)([O-])=O.[F:19][C:20]1[CH:25]=[CH:24][C:23]([CH2:26][C:27]#[N:28])=[C:22]([OH:29])[CH:21]=1.C([O-])([O-])=O.[Cs+].[Cs+].[Cl:36][C:37]1[CH:50]=[CH:49][C:40]([CH2:41][N:42]2[CH2:47][CH2:46][CH:45]([NH2:48])[CH2:44][CH2:43]2)=[CH:39][CH:38]=1. Product: [Cl:36][C:37]1[CH:38]=[CH:39][C:40]([CH2:41][N:42]2[CH2:43][CH2:44][CH:45]([NH:48][CH2:14][C@@:15]([OH:16])([CH3:18])[CH2:17][O:29][C:22]3[CH:21]=[C:20]([F:19])[CH:25]=[CH:24][C:23]=3[CH2:26][C:27]#[N:28])[CH2:46][CH2:47]2)=[CH:49][CH:50]=1. The catalyst class is: 3. (8) Reactant: Br[C:2]1[CH:11]=[CH:10][C:5]([C:6]([O:8][CH3:9])=[O:7])=[C:4]([CH3:12])[CH:3]=1.[B:13]1([B:13]2[O:17][C:16]([CH3:19])([CH3:18])[C:15]([CH3:21])([CH3:20])[O:14]2)[O:17][C:16]([CH3:19])([CH3:18])[C:15]([CH3:21])([CH3:20])[O:14]1.C([O-])(=O)C.[K+]. Product: [CH3:12][C:4]1[CH:3]=[C:2]([B:13]2[O:17][C:16]([CH3:19])([CH3:18])[C:15]([CH3:21])([CH3:20])[O:14]2)[CH:11]=[CH:10][C:5]=1[C:6]([O:8][CH3:9])=[O:7]. The catalyst class is: 140. (9) Reactant: [F:1][C:2]([F:11])([F:10])[C:3](=[O:9])[C:4]([O:6][CH2:7][CH3:8])=[O:5].[CH:12](=[O:14])[CH3:13].N1CCC[C@H]1C(O)=O. Product: [OH:9][C:3]([C:2]([F:10])([F:11])[F:1])([CH2:13][CH:12]=[O:14])[C:4]([O:6][CH2:7][CH3:8])=[O:5]. The catalyst class is: 4.